Dataset: Forward reaction prediction with 1.9M reactions from USPTO patents (1976-2016). Task: Predict the product of the given reaction. (1) Given the reactants [CH2:1]([O:3][C:4](=[O:13])[CH:5]([C:7]1[CH:12]=[CH:11][CH:10]=[CH:9][CH:8]=1)[CH3:6])[CH3:2].[C:14]1(C)C=CC(CC(OCC)=O)=CC=1.[Li+].CC([N-]C(C)C)C.CI, predict the reaction product. The product is: [C:10]1([CH3:14])[CH:11]=[CH:12][C:7]([CH:5]([CH3:6])[C:4]([O:3][CH2:1][CH3:2])=[O:13])=[CH:8][CH:9]=1. (2) Given the reactants [CH3:1][O:2][C:3]1[CH:4]=[C:5]([CH2:11][CH2:12][CH2:13][OH:14])[CH:6]=[CH:7][C:8]=1[O:9][CH3:10].[CH3:15][S:16](Cl)(=[O:18])=[O:17], predict the reaction product. The product is: [S:16]([O:14][CH2:13][CH2:12][CH2:11][C:5]1[CH:6]=[CH:7][C:8]([O:9][CH3:10])=[C:3]([O:2][CH3:1])[CH:4]=1)(=[O:18])(=[O:17])[CH3:15]. (3) Given the reactants [F:1][C:2]1[C:7]([NH:8][CH2:9][C:10]2[CH:15]=[C:14]([C:16]3[CH:21]=[CH:20][CH:19]=[C:18]([F:22])[CH:17]=3)[CH:13]=[C:12]([F:23])[C:11]=2[CH3:24])=[C:6]([F:25])[CH:5]=[CH:4][C:3]=1[OH:26].C([O-])([O-])=O.[Cs+].[Cs+].Br[CH2:34][C:35]([O:37][CH:38]([CH3:40])[CH3:39])=[O:36].O, predict the reaction product. The product is: [F:1][C:2]1[C:7]([NH:8][CH2:9][C:10]2[CH:15]=[C:14]([C:16]3[CH:21]=[CH:20][CH:19]=[C:18]([F:22])[CH:17]=3)[CH:13]=[C:12]([F:23])[C:11]=2[CH3:24])=[C:6]([F:25])[CH:5]=[CH:4][C:3]=1[O:26][CH2:34][C:35]([O:37][CH:38]([CH3:40])[CH3:39])=[O:36].